From a dataset of Reaction yield outcomes from USPTO patents with 853,638 reactions. Predict the reaction yield, written as a fraction of the theoretical maximum amount of product (1.0 means a 100% yield; for example, 0.34 means a 34% yield). (1) The reactants are [Cl:1][C:2]1[CH:3]=[C:4]([C:13](=O)[CH3:14])[CH:5]=[N:6][C:7]=1[O:8][CH2:9][CH:10]1[CH2:12][CH2:11]1.[CH3:16][C:17]([S@:20]([NH2:22])=[O:21])([CH3:19])[CH3:18]. No catalyst specified. The product is [Cl:1][C:2]1[CH:3]=[C:4]([CH:13]([NH:22][S@@:20]([C:17]([CH3:19])([CH3:18])[CH3:16])=[O:21])[CH3:14])[CH:5]=[N:6][C:7]=1[O:8][CH2:9][CH:10]1[CH2:12][CH2:11]1. The yield is 0.900. (2) The yield is 0.740. The product is [F:14][C:11]([F:12])([F:13])[C:6]1[CH:5]=[C:4]([NH2:1])[CH:9]=[CH:8][N:7]=1. The reactants are [N+:1]([C:4]1[CH:9]=[CH:8][N+:7]([O-])=[C:6]([C:11]([F:14])([F:13])[F:12])[CH:5]=1)([O-])=O. The catalyst is CCO.[Pd]. (3) The reactants are [CH:1]([C:4]1[CH:9]=[CH:8][CH:7]=[C:6]([CH:10]([CH3:12])[CH3:11])[C:5]=1[C:13]1[N:17]2[C:18]3[CH:19]=[CH:20][CH:21]=[CH:22][C:23]=3[C:24]3[CH:25]=[CH:26][C:27]([OH:30])=[CH:28][C:29]=3[C:16]2=[N:15][CH:14]=1)([CH3:3])[CH3:2].Br[C:32]1[CH:44]=[CH:43][C:42]2[C:41]3[C:36](=[CH:37][CH:38]=[CH:39][CH:40]=3)[N:35]([C:45]3[CH:50]=[CH:49][CH:48]=[CH:47][N:46]=3)[C:34]=2[CH:33]=1.N1C=CC=CC=1C(O)=O.P([O-])([O-])([O-])=O.[K+].[K+].[K+]. The catalyst is [Cu]I.O.CS(C)=O. The product is [CH:1]([C:4]1[CH:9]=[CH:8][CH:7]=[C:6]([CH:10]([CH3:12])[CH3:11])[C:5]=1[C:13]1[N:17]2[C:18]3[CH:19]=[CH:20][CH:21]=[CH:22][C:23]=3[C:24]3[CH:25]=[CH:26][C:27]([O:30][C:32]4[CH:44]=[CH:43][C:42]5[C:41]6[C:36](=[CH:37][CH:38]=[CH:39][CH:40]=6)[N:35]([C:45]6[CH:50]=[CH:49][CH:48]=[CH:47][N:46]=6)[C:34]=5[CH:33]=4)=[CH:28][C:29]=3[C:16]2=[N:15][CH:14]=1)([CH3:2])[CH3:3]. The yield is 0.670.